This data is from Experimentally validated miRNA-target interactions with 360,000+ pairs, plus equal number of negative samples. The task is: Binary Classification. Given a miRNA mature sequence and a target amino acid sequence, predict their likelihood of interaction. (1) The miRNA is hsa-miR-17-3p with sequence ACUGCAGUGAAGGCACUUGUAG. The protein sequence of the target gene is MPYKLKKEKEPPKVAKCTAKPSSSGKDGGGENTEEAQPQPQPQPQPQAQSQPPSSNKRPSNSTPPPTQLSKIKYSGGPQIVKKERRQSSSRFNLSKNRELQKLPALKDSPTQEREELFIQKLRQCCVLFDFVSDPLSDLKFKEVKRAGLNEMVEYITHSRDVVTEAIYPEAVTMFSVNLFRTLPPSSNPTGAEFDPEEDEPTLEAAWPHLQLVYEFFLRFLESPDFQPNIAKKYIDQKFVLALLDLFDSEDPRERDFLKTILHRIYGKFLGLRAYIRRQINHIFYRFIYETEHHNGIAEL.... Result: 1 (interaction). (2) The protein sequence of the target gene is MDDIYKAAVEQLTEEQKNEFKAAFDIFVLGAEDGCISTKELGKVMRMLGQNPTPEELQEMIDEVDEDGSGTVDFDEFLVMMVRCMKDDSKGKSEEELSDLFRMFDKNADGYIDLDELKIMLQATGETITEDDIEELMKDGDKNNDGRIDYDEFLEFMKGVE. Result: 1 (interaction). The miRNA is hsa-miR-4743-3p with sequence UUUCUGUCUUUUCUGGUCCAG. (3) The miRNA is hsa-let-7d-5p with sequence AGAGGUAGUAGGUUGCAUAGUU. The protein sequence of the target gene is MGEQPIFSTRAHVFQIDPNTKKNWVPTSKHAVTVSYFYDSTRNVYRIISLDGSKAIINSTITPNMTFTKTSQKFGQWADSRANTVYGLGFSSEHHLSKFAEKFQEFKEAARLAKEKSQEKMELTSTPSQESAGGDLQSPLTPESINGTDDERTPDVTQNSEPRAEPTQNALPFSHSSAISKHWEAELATLKGNNAKLTAALLESTANVKQWKQQLAAYQEEAERLHKRVTELECVSSQANAVHTHKTELNQTIQELEETLKLKEEEIERLKQEIDNARELQEQRDSLTQKLQEVEIRNKD.... Result: 1 (interaction). (4) The miRNA is hsa-miR-943 with sequence CUGACUGUUGCCGUCCUCCAG. The protein sequence of the target gene is MCHVIVTCRSMLWTLLSIVVAFAELIAFMSADWLIGKARSRGGVEPAGPGGGSPEPYHPTLGIYARCIRNPGVQHFQRDTLCGPYAESFGEIASGFWQATAIFLAVGIFILCMVALVSVFTMCVQSIMKKSIFNVCGLLQGIAGLFLILGLILYPAGWGCQKAIDYCGHYASAYKPGDCSLGWAFYTAIGGTVLTFICAVFSAQAEIATSSDKVQEEIEEGKNLICLL. Result: 1 (interaction). (5) The miRNA is hsa-miR-3681-5p with sequence UAGUGGAUGAUGCACUCUGUGC. The protein sequence of the target gene is MSYPGYPPTGYPPFPGYPPAGQESSFPPSGQYPYPSGFPPMGGGAYPQVPSSGYPGAGGYPAPGGYPAPGGYPGAPQPGGAPSYPGVPPGQGFGVPPGGAGFSGYPQPPSQSYGGGPAQVPLPGGFPGGQMPSQYPGGQPTYPSQINTDSFSSYPVFSPVSLDYSSEPATVTQVTQGTIRPAANFDAIRDAEILRKAMKGFGTDEQAIVDVVANRSNDQRQKIKAAFKTSYGKDLIKDLKSELSGNMEELILALFMPPTYYDAWSLRKAMQGAGTQERVLIEILCTRTNQEIREIVRCYQ.... Result: 0 (no interaction). (6) The miRNA is hsa-miR-4690-5p with sequence GAGCAGGCGAGGCUGGGCUGAA. The protein sequence of the target gene is MAEYSYVKSTKLVLKGTKAKSKKKKSKDKKRKREEDEETQLDIVGIWWTVSNFGEISGTIAIEMDKGAYIHALDNGLFTLGAPHREVDEGPSPPEQFTAVKLSDSRIALKSGYGKYLGINSDGLVVGRSDAIGPREQWEPVFQDGKMALLASNSCFIRCNEAGDIEAKNKTAGEEEMIKIRSCAERETKKKDDIPEEDKGSVKQCEINYVKKFQSFQDHKLKISKEDSKILKKARKDGFLHETLLDRRAKLKADRYCK. Result: 0 (no interaction).